This data is from Reaction yield outcomes from USPTO patents with 853,638 reactions. The task is: Predict the reaction yield, written as a fraction of the theoretical maximum amount of product (1.0 means a 100% yield; for example, 0.34 means a 34% yield). (1) The reactants are [OH:1][C:2]1[CH:3]=[N:4][CH:5]=[CH:6][CH:7]=1.[H-].[Na+].[Cl:10][CH2:11][CH2:12][CH2:13][CH2:14]I.[Na+].[Cl-]. The catalyst is CN(C)C=O.O. The product is [Cl:10][CH2:11][CH2:12][CH2:13][CH2:14][O:1][C:2]1[CH:3]=[N:4][CH:5]=[CH:6][CH:7]=1. The yield is 1.00. (2) The reactants are [ClH:1].[CH:2]1[C:11]2[C:6](=[CH:7][CH:8]=[CH:9][C:10]=2N)[CH:5]=[CH:4][N:3]=1.C(O)(=O)C.N([O-])=O.[Na+].[S:21](=[O:23])=[O:22]. The catalyst is C(#N)C.O.O.O.[Cu](Cl)Cl. The product is [CH:2]1[C:11]2[C:6](=[CH:7][CH:8]=[CH:9][C:10]=2[S:21]([Cl:1])(=[O:23])=[O:22])[CH:5]=[CH:4][N:3]=1. The yield is 0.120. (3) The reactants are [CH2:1]([N:8]1[CH2:12][CH:11]([CH2:13]O)[CH2:10][C:9]1=[O:15])[C:2]1[CH:7]=[CH:6][CH:5]=[CH:4][CH:3]=1.C1(P(C2C=CC=CC=2)C2C=CC=CC=2)C=CC=CC=1.N1C=CN=C1.[I:40]I. The catalyst is C1(C)C=CC=CC=1. The product is [CH2:1]([N:8]1[CH2:12][CH:11]([CH2:13][I:40])[CH2:10][C:9]1=[O:15])[C:2]1[CH:7]=[CH:6][CH:5]=[CH:4][CH:3]=1. The yield is 0.460. (4) The yield is 0.770. The product is [F:22][C:16]1[CH:15]=[CH:14][C:13]([C:5]2[CH:6]=[CH:7][CH:8]=[C:3]([O:2][CH3:1])[CH:4]=2)=[CH:18][C:17]=1[N+:19]([O-:21])=[O:20]. The reactants are [CH3:1][O:2][C:3]1[CH:4]=[C:5](B(O)O)[CH:6]=[CH:7][CH:8]=1.Br[C:13]1[CH:14]=[CH:15][C:16]([F:22])=[C:17]([N+:19]([O-:21])=[O:20])[CH:18]=1.C(=O)([O-])[O-].[Na+].[Na+]. The catalyst is C1(C)C=CC=CC=1.O.C1C=CC([P]([Pd]([P](C2C=CC=CC=2)(C2C=CC=CC=2)C2C=CC=CC=2)([P](C2C=CC=CC=2)(C2C=CC=CC=2)C2C=CC=CC=2)[P](C2C=CC=CC=2)(C2C=CC=CC=2)C2C=CC=CC=2)(C2C=CC=CC=2)C2C=CC=CC=2)=CC=1. (5) The reactants are [CH2:1]([O:8][C:9]1[CH:14]=[CH:13][C:12]([C:15]2[NH:36][C:18]3=[N:19][CH:20]=[C:21]([CH:23]4[CH2:28][CH2:27][N:26](C(OC(C)(C)C)=O)[CH2:25][CH2:24]4)[CH:22]=[C:17]3[N:16]=2)=[CH:11][C:10]=1Br)[C:2]1[CH:7]=[CH:6][CH:5]=[CH:4][CH:3]=1.[N:38]1[CH:43]=[CH:42][CH:41]=[C:40](B(O)O)[CH:39]=1.C([O-])([O-])=O.[K+].[K+].O. The catalyst is CCCC[N+](CCCC)(CCCC)CCCC.[Br-].O1CCOCC1.O.CCOC(C)=O. The product is [CH2:1]([O:8][C:9]1[CH:14]=[CH:13][C:12]([C:15]2[NH:36][C:18]3=[N:19][CH:20]=[C:21]([CH:23]4[CH2:28][CH2:27][NH:26][CH2:25][CH2:24]4)[CH:22]=[C:17]3[N:16]=2)=[CH:11][C:10]=1[C:40]1[CH:39]=[N:38][CH:43]=[CH:42][CH:41]=1)[C:2]1[CH:3]=[CH:4][CH:5]=[CH:6][CH:7]=1. The yield is 0.260. (6) The reactants are [F:1][C:2]1[CH:7]=[CH:6][C:5]([N:8]2[C:16]3[CH:15]=[C:14]4[CH2:17][CH2:18][C@H:19]5[C:24]([C@@:13]4([CH3:32])[CH2:12][C:11]=3[CH:10]=[N:9]2)=[CH:23][CH2:22][C@@H:21]([C:25]([F:28])([F:27])[F:26])[C@@H:20]5[C:29]([OH:31])=O)=[CH:4][CH:3]=1.F[P-](F)(F)(F)(F)F.N1(OC(N(C)C)=[N+](C)C)C2N=CC=CC=2N=N1.C(N(CC)C(C)C)(C)C.[CH3:66][O:67][C:68]1[CH:73]=[CH:72][C:71]([NH2:74])=[CH:70][CH:69]=1. The catalyst is C(Cl)Cl.O. The product is [F:1][C:2]1[CH:3]=[CH:4][C:5]([N:8]2[C:16]3[CH:15]=[C:14]4[CH2:17][CH2:18][C@H:19]5[C:24]([C@@:13]4([CH3:32])[CH2:12][C:11]=3[CH:10]=[N:9]2)=[CH:23][CH2:22][C@@H:21]([C:25]([F:28])([F:26])[F:27])[C@@H:20]5[C:29]([NH:74][C:71]2[CH:72]=[CH:73][C:68]([O:67][CH3:66])=[CH:69][CH:70]=2)=[O:31])=[CH:6][CH:7]=1. The yield is 0.890.